Dataset: Full USPTO retrosynthesis dataset with 1.9M reactions from patents (1976-2016). Task: Predict the reactants needed to synthesize the given product. Given the product [CH2:15]([N:12]1[CH2:13][CH2:14][C:6]2[C:5]([C:3]([NH:29][CH2:28][CH:22]3[CH2:27][CH2:26][CH2:25][CH2:24][CH2:23]3)=[O:4])=[N:10][CH:9]=[N:8][C:7]=2[CH2:11]1)[C:16]1[CH:21]=[CH:20][CH:19]=[CH:18][CH:17]=1, predict the reactants needed to synthesize it. The reactants are: CO[C:3]([C:5]1[C:6]2[CH2:14][CH2:13][N:12]([CH2:15][C:16]3[CH:21]=[CH:20][CH:19]=[CH:18][CH:17]=3)[CH2:11][C:7]=2[N:8]=[CH:9][N:10]=1)=[O:4].[CH:22]1([CH2:28][NH2:29])[CH2:27][CH2:26][CH2:25][CH2:24][CH2:23]1.